Dataset: NCI-60 drug combinations with 297,098 pairs across 59 cell lines. Task: Regression. Given two drug SMILES strings and cell line genomic features, predict the synergy score measuring deviation from expected non-interaction effect. (1) Drug 1: C1CN(P(=O)(OC1)NCCCl)CCCl. Drug 2: COCCOC1=C(C=C2C(=C1)C(=NC=N2)NC3=CC=CC(=C3)C#C)OCCOC.Cl. Cell line: SK-MEL-5. Synergy scores: CSS=4.37, Synergy_ZIP=0.733, Synergy_Bliss=-5.18, Synergy_Loewe=-6.46, Synergy_HSA=-4.61. (2) Drug 1: CC(C)(C#N)C1=CC(=CC(=C1)CN2C=NC=N2)C(C)(C)C#N. Drug 2: C#CCC(CC1=CN=C2C(=N1)C(=NC(=N2)N)N)C3=CC=C(C=C3)C(=O)NC(CCC(=O)O)C(=O)O. Cell line: NCIH23. Synergy scores: CSS=-3.13, Synergy_ZIP=4.42, Synergy_Bliss=7.36, Synergy_Loewe=0.293, Synergy_HSA=-0.195. (3) Drug 1: COC1=NC(=NC2=C1N=CN2C3C(C(C(O3)CO)O)O)N. Drug 2: C(CC(=O)O)C(=O)CN.Cl. Cell line: MCF7. Synergy scores: CSS=-1.05, Synergy_ZIP=0.373, Synergy_Bliss=-0.709, Synergy_Loewe=-5.67, Synergy_HSA=-4.29.